Dataset: Full USPTO retrosynthesis dataset with 1.9M reactions from patents (1976-2016). Task: Predict the reactants needed to synthesize the given product. (1) Given the product [OH:8][C:9]1[CH:14]=[CH:13][C:12]([NH:15][C:16]([NH:18][C:19]2[S:20][CH:21]=[C:22]([C:24]([F:27])([F:26])[F:25])[N:23]=2)=[S:17])=[C:11]([CH3:28])[CH:10]=1, predict the reactants needed to synthesize it. The reactants are: [Si]([O:8][C:9]1[CH:14]=[CH:13][C:12]([NH:15][C:16]([NH:18][C:19]2[S:20][CH:21]=[C:22]([C:24]([F:27])([F:26])[F:25])[N:23]=2)=[S:17])=[C:11]([CH3:28])[CH:10]=1)(C(C)(C)C)(C)C.[F-].C([N+](CCCC)(CCCC)CCCC)CCC. (2) Given the product [C:2]([C:4]1[N:5]([C:14]2[CH:15]=[CH:16][C:17]([CH2:18][NH:19][C:20]([C:22]3([NH:25][C:35]([C:33]4[O:32][N:31]=[C:30]([O:29][CH3:28])[CH:34]=4)=[O:36])[CH2:24][CH2:23]3)=[O:21])=[CH:26][CH:27]=2)[C:6]2[C:11]([CH:12]=1)=[CH:10][C:9]([F:13])=[CH:8][CH:7]=2)#[N:3], predict the reactants needed to synthesize it. The reactants are: Cl.[C:2]([C:4]1[N:5]([C:14]2[CH:27]=[CH:26][C:17]([CH2:18][NH:19][C:20]([C:22]3([NH2:25])[CH2:24][CH2:23]3)=[O:21])=[CH:16][CH:15]=2)[C:6]2[C:11]([CH:12]=1)=[CH:10][C:9]([F:13])=[CH:8][CH:7]=2)#[N:3].[CH3:28][O:29][C:30]1[CH:34]=[C:33]([C:35](O)=[O:36])[O:32][N:31]=1. (3) The reactants are: I[C:2]1[CH:11]=[CH:10][CH:9]=[C:8]2[C:3]=1[CH:4]=[CH:5][C:6](Cl)=[N:7]2.[CH3:13][C:14]1[O:18][C:17]([CH2:19][NH2:20])=[CH:16][CH:15]=1.[NH2:21][C:22]1[CH:26]=[C:25]([CH3:27])[NH:24][N:23]=1. Given the product [CH3:13][C:14]1[O:18][C:17]([CH2:19][NH:20][C:6]2[CH:5]=[CH:4][C:3]3[C:2]([NH:21][C:22]4[CH:26]=[C:25]([CH3:27])[NH:24][N:23]=4)=[CH:11][CH:10]=[CH:9][C:8]=3[N:7]=2)=[CH:16][CH:15]=1, predict the reactants needed to synthesize it. (4) Given the product [CH3:11][S:8]([C:5]1[CH:6]=[CH:7][C:2]([Sn:31]([CH3:37])([CH3:36])[CH3:30])=[C:3]([C:12]([N:14]2[CH2:19][CH2:18][N:17]([C:20]3[CH:25]=[CH:24][C:23]([C:26]([F:29])([F:28])[F:27])=[CH:22][CH:21]=3)[CH2:16][CH2:15]2)=[O:13])[CH:4]=1)(=[O:10])=[O:9], predict the reactants needed to synthesize it. The reactants are: I[C:2]1[CH:7]=[CH:6][C:5]([S:8]([CH3:11])(=[O:10])=[O:9])=[CH:4][C:3]=1[C:12]([N:14]1[CH2:19][CH2:18][N:17]([C:20]2[CH:25]=[CH:24][C:23]([C:26]([F:29])([F:28])[F:27])=[CH:22][CH:21]=2)[CH2:16][CH2:15]1)=[O:13].[CH3:30][Sn:31]([CH3:37])([CH3:36])[Sn:31]([CH3:37])([CH3:36])[CH3:30]. (5) Given the product [CH3:18][C:19]1[NH:20][N:21]=[CH:22][C:23]=1[C:2]1[S:10][C:9]2[C:8](=[O:11])[NH:7][C:6]([CH2:12][N:13]3[CH2:17][CH2:16][CH2:15][CH2:14]3)=[N:5][C:4]=2[CH:3]=1, predict the reactants needed to synthesize it. The reactants are: Br[C:2]1[S:10][C:9]2[C:8](=[O:11])[NH:7][C:6]([CH2:12][N:13]3[CH2:17][CH2:16][CH2:15][CH2:14]3)=[N:5][C:4]=2[CH:3]=1.[CH3:18][C:19]1[C:23](B2OC(C)(C)C(C)(C)O2)=[CH:22][N:21](C(OC(C)(C)C)=O)[N:20]=1.C(=O)([O-])[O-].[Na+].[Na+].COCCOC. (6) The reactants are: [F:1][C:2]1[CH:3]=[C:4]([N:14]2[CH2:18][C@H:17]([C:19]([NH:21][O:22]CC3C=CC=CC=3)=[O:20])[O:16][C:15]2=[O:30])[CH:5]=[CH:6][C:7]=1[N:8]1[CH2:13][CH2:12][O:11][CH2:10][CH2:9]1. Given the product [F:1][C:2]1[CH:3]=[C:4]([N:14]2[CH2:18][C@H:17]([C:19]([NH:21][OH:22])=[O:20])[O:16][C:15]2=[O:30])[CH:5]=[CH:6][C:7]=1[N:8]1[CH2:13][CH2:12][O:11][CH2:10][CH2:9]1, predict the reactants needed to synthesize it. (7) Given the product [Cl:29][C:30]1[CH:37]=[CH:36][CH:35]=[CH:34][C:31]=1[CH2:32][NH:33][C:5]1[N:10]=[C:9]([C:11]2[N:15]3[CH:16]=[CH:17][N:18]=[C:19]([NH:20][CH2:21][CH2:22][N:23]4[CH2:28][CH2:27][O:26][CH2:25][CH2:24]4)[C:14]3=[N:13][CH:12]=2)[CH:8]=[CH:7][N:6]=1, predict the reactants needed to synthesize it. The reactants are: CS([C:5]1[N:10]=[C:9]([C:11]2[N:15]3[CH:16]=[CH:17][N:18]=[C:19]([NH:20][CH2:21][CH2:22][N:23]4[CH2:28][CH2:27][O:26][CH2:25][CH2:24]4)[C:14]3=[N:13][CH:12]=2)[CH:8]=[CH:7][N:6]=1)(=O)=O.[Cl:29][C:30]1[CH:37]=[CH:36][CH:35]=[CH:34][C:31]=1[CH2:32][NH2:33].